This data is from Forward reaction prediction with 1.9M reactions from USPTO patents (1976-2016). The task is: Predict the product of the given reaction. (1) Given the reactants C(Cl)CCl.Cl.[Cl:6][C:7]1[CH:8]=[CH:9][C:10]([N:13]2[CH2:18][CH2:17][CH:16]([C:19]([OH:21])=O)[CH2:15][CH2:14]2)=[N:11][CH:12]=1.C1C=CC2N(O)N=NC=2C=1.Cl.[CH3:33][NH:34][O:35][CH3:36].C(N(CC)CC)C, predict the reaction product. The product is: [CH3:36][O:35][N:34]([CH3:33])[C:19]([CH:16]1[CH2:15][CH2:14][N:13]([C:10]2[CH:9]=[CH:8][C:7]([Cl:6])=[CH:12][N:11]=2)[CH2:18][CH2:17]1)=[O:21]. (2) Given the reactants [Cl:1][C:2]1[CH:3]=[C:4]2[N:25]=[C:24]([O:26][C@H:27]3[C@H:31]4[O:32][CH2:33][C@@H:34]([OH:35])[C@H:30]4[O:29][CH2:28]3)[N:23]([CH2:36][O:37][CH2:38][CH2:39][Si:40]([CH3:43])([CH3:42])[CH3:41])[C:5]2=[N:6][C:7]=1[C:8]1[CH:13]=[CH:12][C:11](B2OC(C)(C)C(C)(C)O2)=[CH:10][CH:9]=1.Br[C:45]1[CH:50]=[CH:49][C:48]([N:51]=[S:52]([CH3:57])([N:54]([CH3:56])[CH3:55])=[O:53])=[CH:47][CH:46]=1.C([O-])([O-])=O.[Na+].[Na+], predict the reaction product. The product is: [OH:35][C@H:34]1[C@H:30]2[O:29][CH2:28][C@@H:27]([O:26][C:24]3[N:23]([CH2:36][O:37][CH2:38][CH2:39][Si:40]([CH3:43])([CH3:42])[CH3:41])[C:5]4=[N:6][C:7]([C:8]5[CH:9]=[CH:10][C:11]([C:45]6[CH:46]=[CH:47][C:48]([N:51]=[S:52]([CH3:57])([N:54]([CH3:55])[CH3:56])=[O:53])=[CH:49][CH:50]=6)=[CH:12][CH:13]=5)=[C:2]([Cl:1])[CH:3]=[C:4]4[N:25]=3)[C@H:31]2[O:32][CH2:33]1. (3) Given the reactants Cl[CH2:2][CH2:3][CH2:4][N:5]1[C:9]2[CH:10]=[CH:11][CH:12]=[CH:13][C:8]=2[N:7]=[N:6]1.[NH:14]1[CH2:19][CH2:18][CH:17]([C:20]2[C:24]3[CH:25]=[CH:26][CH:27]=[CH:28][C:23]=3[O:22][N:21]=2)[CH2:16][CH2:15]1.C(N(C(C)C)CC)(C)C.[I-].[K+], predict the reaction product. The product is: [N:5]1([CH2:4][CH2:3][CH2:2][N:14]2[CH2:15][CH2:16][CH:17]([C:20]3[C:24]4[CH:25]=[CH:26][CH:27]=[CH:28][C:23]=4[O:22][N:21]=3)[CH2:18][CH2:19]2)[C:9]2[CH:10]=[CH:11][CH:12]=[CH:13][C:8]=2[N:7]=[N:6]1. (4) The product is: [CH2:7]([P:9]([CH2:16][CH:17]([CH3:18])[CH2:19][NH2:20])(=[O:15])[O:10][CH2:11][CH2:12][CH2:13][CH3:14])[CH3:8]. Given the reactants [H-].[Al+3].[Li+].[H-].[H-].[H-].[CH2:7]([P:9]([CH2:16][CH:17]([C:19]#[N:20])[CH3:18])(=[O:15])[O:10][CH2:11][CH2:12][CH2:13][CH3:14])[CH3:8].O, predict the reaction product.